The task is: Predict the product of the given reaction.. This data is from Forward reaction prediction with 1.9M reactions from USPTO patents (1976-2016). (1) Given the reactants Cl.[N:2]1([C:8]2[CH:13]=[CH:12][C:11]([NH:14][C:15]([C:17]3[N:18]=[C:19]([C:26]4[CH:31]=[CH:30][CH:29]=[CH:28][CH:27]=4)[O:20][C:21]=3[C:22]([F:25])([F:24])[F:23])=[O:16])=[CH:10][CH:9]=2)[CH2:7][CH2:6][NH:5][CH2:4][CH2:3]1.C(N(CC)CC)C.[CH2:39]([N:42]=[C:43]=[O:44])[CH2:40][CH3:41], predict the reaction product. The product is: [CH2:39]([NH:42][C:43]([N:5]1[CH2:6][CH2:7][N:2]([C:8]2[CH:13]=[CH:12][C:11]([NH:14][C:15]([C:17]3[N:18]=[C:19]([C:26]4[CH:31]=[CH:30][CH:29]=[CH:28][CH:27]=4)[O:20][C:21]=3[C:22]([F:23])([F:25])[F:24])=[O:16])=[CH:10][CH:9]=2)[CH2:3][CH2:4]1)=[O:44])[CH2:40][CH3:41]. (2) Given the reactants [C:1]([O:5][C:6]([N:8]1[CH2:12][C@@H:11]([NH:13]C(OCC[Si](C)(C)C)=O)[C@H:10]([CH2:23][N:24]([CH:41]([CH3:43])[CH3:42])[C:25](=[O:40])[C:26]2[CH:31]=[CH:30][C:29]([O:32][CH3:33])=[C:28]([O:34][CH2:35][CH2:36][CH2:37][O:38][CH3:39])[CH:27]=2)[CH2:9]1)=[O:7])([CH3:4])([CH3:3])[CH3:2].O.[F-].C([N+](CC)(CC)CC)C.C([O-])(O)=O.[Na+], predict the reaction product. The product is: [C:1]([O:5][C:6]([N:8]1[CH2:9][C@@H:10]([CH2:23][N:24]([CH:41]([CH3:42])[CH3:43])[C:25](=[O:40])[C:26]2[CH:31]=[CH:30][C:29]([O:32][CH3:33])=[C:28]([O:34][CH2:35][CH2:36][CH2:37][O:38][CH3:39])[CH:27]=2)[C@H:11]([NH2:13])[CH2:12]1)=[O:7])([CH3:3])([CH3:4])[CH3:2]. (3) Given the reactants [Cl:1][C:2]1[CH:10]=[C:6]([C:7](O)=[O:8])[C:5]([OH:11])=[CH:4][CH:3]=1.S(Cl)(Cl)=O.[CH2:16]([N:18](CC)[CH2:19]C)C.CNC, predict the reaction product. The product is: [Cl:1][C:2]1[CH:3]=[CH:4][C:5]([OH:11])=[C:6]([CH:10]=1)[C:7]([N:18]([CH3:19])[CH3:16])=[O:8]. (4) Given the reactants C(OC([NH:8][C:9]1[CH:14]=[CH:13][C:12]([C:15]2[S:16][CH:17]=[CH:18][CH:19]=2)=[CH:11][C:10]=1[NH:20][C:21]([C:23]1[CH:31]=[CH:30][C:26]([C:27](O)=[O:28])=[CH:25][CH:24]=1)=[O:22])=O)(C)(C)C.Cl.[CH3:33][P:34]1(=[O:45])[O:39][CH2:38][C:37]2([CH2:44][CH2:43][NH:42][CH2:41][CH2:40]2)[CH2:36][O:35]1.C(Cl)CCl.C1C=CC2N(O)N=NC=2C=1.CCN(C(C)C)C(C)C, predict the reaction product. The product is: [NH2:8][C:9]1[CH:14]=[CH:13][C:12]([C:15]2[S:16][CH:17]=[CH:18][CH:19]=2)=[CH:11][C:10]=1[NH:20][C:21](=[O:22])[C:23]1[CH:31]=[CH:30][C:26]([C:27]([N:42]2[CH2:43][CH2:44][C:37]3([CH2:36][O:35][P:34]([CH3:33])(=[O:45])[O:39][CH2:38]3)[CH2:40][CH2:41]2)=[O:28])=[CH:25][CH:24]=1. (5) Given the reactants [CH3:1][O:2][C:3](=[O:13])[C:4]1[CH:9]=[C:8]([F:10])[C:7](F)=[CH:6][C:5]=1[Cl:12].Cl.[CH3:15][NH:16][CH3:17].C(=O)([O-])[O-].[K+].[K+], predict the reaction product. The product is: [CH3:1][O:2][C:3](=[O:13])[C:4]1[CH:9]=[C:8]([F:10])[C:7]([N:16]([CH3:17])[CH3:15])=[CH:6][C:5]=1[Cl:12]. (6) Given the reactants [CH2:1]([C@H:3]1[N:12]([CH:13]([CH3:15])[CH3:14])[C:11]2[N:10]=[C:9]([NH:16][C:17]3[CH:18]=[CH:19][C:20]([C:26]([OH:28])=O)=[C:21]4[C:25]=3[O:24][CH2:23][CH2:22]4)[N:8]=[CH:7][C:6]=2[N:5]([CH3:29])[C:4]1=[O:30])[CH3:2].F[B-](F)(F)F.N1(OC(N(C)C)=[N+](C)C)C2C=CC=CC=2N=N1.C(N(C(C)C)CC)(C)C.[CH:62]1([CH2:65][N:66]2[CH2:71][CH2:70][N:69]([C@H:72]3[CH2:77][CH2:76][C@H:75]([NH2:78])[CH2:74][CH2:73]3)[CH2:68][CH2:67]2)[CH2:64][CH2:63]1.C(=O)([O-])[O-].[Na+].[Na+], predict the reaction product. The product is: [CH:62]1([CH2:65][N:66]2[CH2:71][CH2:70][N:69]([C@H:72]3[CH2:77][CH2:76][C@H:75]([NH:78][C:26]([C:20]4[CH:19]=[CH:18][C:17]([NH:16][C:9]5[N:8]=[CH:7][C:6]6[N:5]([CH3:29])[C:4](=[O:30])[C@@H:3]([CH2:1][CH3:2])[N:12]([CH:13]([CH3:15])[CH3:14])[C:11]=6[N:10]=5)=[C:25]5[O:24][CH2:23][CH2:22][C:21]=45)=[O:28])[CH2:74][CH2:73]3)[CH2:68][CH2:67]2)[CH2:63][CH2:64]1. (7) Given the reactants [CH:1]1([C:5]([OH:7])=O)[CH2:4][CH2:3][CH2:2]1.[CH:8]1[N:12]=[CH:11][N:10](C([N:10]2[CH:11]=[N:12][CH:8]=[CH:9]2)=O)[CH:9]=1, predict the reaction product. The product is: [CH:1]1([C:5]([N:10]2[CH:9]=[CH:8][N:12]=[CH:11]2)=[O:7])[CH2:2][CH2:3][CH2:4]1. (8) Given the reactants [N+:1]([O-:4])([O-:3])=[O:2].[Gd+3].[N+:1]([O-:4])([O-:3])=[O:2].[N+:1]([O-:4])([O-:3])=[O:2].[N+]([O-])([O-])=O.[Eu+3].[N+]([O-])([O-])=O.[N+]([O-])([O-])=O.[N+]([O-])([O-])=O.CCO[Si](OCC)(OCC)OCC.[C:44]([OH:49])(=[O:48])[C:45]([OH:47])=[O:46], predict the reaction product. The product is: [N+:1]([O-:4])([O-:3])=[O:2].[C:44]([O-:49])(=[O:48])[C:45]([O-:47])=[O:46]. (9) The product is: [CH3:19][C:13]1[CH:14]=[CH:15][CH:16]=[C:17]2[C:12]=1[NH:11][C:2](=[O:4])[C:1](=[O:8])[NH:18]2. Given the reactants [C:1]([O:8]CC)(=O)[C:2]([O:4]CC)=O.[NH2:11][C:12]1[C:17]([NH2:18])=[CH:16][CH:15]=[CH:14][C:13]=1[CH3:19], predict the reaction product. (10) Given the reactants [CH3:1][O:2][C:3]1[CH:8]=[C:7]([N+:9]([O-])=O)[CH:6]=[CH:5][C:4]=1[N:12]1[CH:16]=[C:15]([CH3:17])[N:14]=[CH:13]1, predict the reaction product. The product is: [CH3:1][O:2][C:3]1[CH:8]=[C:7]([NH2:9])[CH:6]=[CH:5][C:4]=1[N:12]1[CH:16]=[C:15]([CH3:17])[N:14]=[CH:13]1.